This data is from B-cell epitopes from IEDB database with 3,159 antigens for binding position prediction. The task is: Token-level Classification. Given an antigen amino acid sequence, predict which amino acid positions are active epitope sites capable of antibody binding. Output is a list of indices for active positions. (1) Given the antigen sequence: DQVDVKDCANHEIKKVLVPGCHGSEPCIIHRGKPFQLEAVFEANQNSKTAKIEIKASIDGLEVDVPGIDPNACHYMKCPLVKGQQYDIKYTWNVPKIAPKSENVVVTVKVMGDNGVLACAIATHAKIRD, which amino acid positions are active epitope sites? The epitope positions are: [97, 98, 99, 100, 101, 102, 103, 104, 105, 106, 107, 108, 109, 110, 111, 112, 113, 114, 115, 116... (32 total positions)]. The amino acids at these positions are: APKSENVVVTVKVMGDNGVLACAIATHAKI.... (2) Given the antigen sequence: MDGASAEQDGLQEDRSHSGPSSLPEAPLKPPGPLVPPDQQDKVQCAEVNRASTEGESPDGPGQGGLCQNGPTPPFPDPPSSLDPTTSPVGPDASPGVAGFHDNLRKSQGTSAEGSVRKEALQSLRLSLPMQETQLCSTDSPLPLEKEEQVRLQARKWLEEQLKQYRVKRQQERSSQPATKTRLFSTLDPELMLNPENLPRASTLAMTKEYSFLRTSVPRGPKVGSLGLPAHPREKKTSKSSKIRSLADYRTEDSNAGNSGGNVPAPDSTKGSLKQNRSSAASVVSEISLSPDTDDRLENTSLAGDSVSEVDGNDSDSSSYSSASTRGTYGILSKTVGTQDTPYMVNGQEIPADTLGQFPSIKDVLQAAAAEHQDQGQEVNGEVRSRRDSICSSVSLESSAAETQEEMLQVLKEKMRLEGQLEALSLEASQALKEKAELQAQLAALSTKLQAQVECSHSSQQRQDSLSSEVDTLKQSCWDLERAMTDLQNMLEAKNASLAS..., which amino acid positions are active epitope sites? The epitope positions are: [154, 155, 156, 157, 158, 159, 160, 161, 162, 163, 164, 165, 166, 167, 168, 169, 170, 171, 172, 173... (22 total positions)]. The amino acids at these positions are: RKWLEEQLKQYRVKRQQERSSQ. (3) Given the antigen sequence: MVARSRKRRAAPQDIYPTCKIAGNCPADIQNKFENKTIADKILQYGSLGVFFGGLGISSAGGSGGRLGYTPLSGGGGRVIAAAPVRPPITTESVGPLDIVPEVADPGGPTLVSLHELPAETPYVSSTNVTGDGAAEPLPAGHGGSQISDVTSGTSGTVSRTHINNPVFEAPMTGDQDVSDVHVFAHSESSITINQTENTGGELIEMVPLRHPPRSEGDFRETSFSTSTPNPDRSALRSINVASRRYQQVQVENPAFLNRPRELVQFENTFDNPAFVDDEQLSLLFEQDLDTVVATPDPAFQDVVRLSRPSFTQSRAGRVRVSRLGRTLTMQTRSGKAFGPAKHFYYELSSIAEGPEPDILIPESEQETSFTDATSKDTQQEAEVYADGSTLETDTSADENLTLVFSDRGRGQGSHVPIPGKSTIGGPINIGDSKYYTLNPGETTSFEADVISPVFIFEGNADGTYYLEEPLRKKRRKSIFLLADGSVAVYAE, which amino acid positions are active epitope sites? The epitope positions are: [106, 107, 108, 109, 110, 111, 112, 113, 114, 115, 116, 117, 118, 119, 120, 121]. The amino acids at these positions are: GGPTLVSLHELPAETP. (4) Given the antigen sequence: SNDVSWHEWKRMYNKEYNGA, which amino acid positions are active epitope sites? The epitope positions are: [0, 1, 2, 3, 4, 5, 6, 7, 8, 9, 10, 11, 12, 13, 14, 15, 16, 17, 18]. The amino acids at these positions are: SNDVSWHEWKRMYNKEYNG. (5) Given the antigen sequence: MGSQVSTQRSGSHENSISATEGSTINYTTINYYKDSYAATAGKQSLKQDPDKFANPVKDIFTEMAAPLKSPSAEACGYSDRVAQLTIGNSTITTQEAANIIVGYGEWPSYCSDDDATAVDKPTRPDVSVNRFYTLDTKLWEKSSKGWYWKFPDVLTETGVFGQNAQFHYLYRSGFCIHVQCNASKFHQGALLVAILPEYVIGTVAGGTGTEDSHPPYKQTQPGADGFELQHPYVLDAGIPISQLTICPHQWINLRTNNCATIIVPYMNTLPFDSALNHCNFGLLVVPISPLDFDQGATPVIPITITLAPMCSEFAGLRQAVTQGFPTEPKPGTNQFLTTDDGVSAPILPNFHPTPCIHIPGEVRNLLELCQVETILEVNNVPTNATSLMERLRFPVSAQAGKGELCAVFRADPGRDGPWQSTMLGQLCGYYTQWSGSLEVTFMFTGSFMATGKMLIAYTPPGGPLPKDRATAMLGTHVIWDFGLQSSVTLVIPWISNTHY..., which amino acid positions are active epitope sites? The epitope positions are: [576, 577, 578, 579, 580, 581, 582, 583]. The amino acids at these positions are: IGDSVSRA. (6) Given the antigen sequence: MMRKLAILSVSSFLFVEALFQEYQCYGSSSNTRVLNELNYDNAGTNLYNELEMNYYGKQENWYSLKKNSRSLGENDDGNNEDNEKLRKPKHKKLKQPADGNPDPNANPNVDPNANPNVDPNANPNVDPNANPNANPNANPNANPNANPNANPNANPNANPNANPNANPNANPNANPNANPNANPNANPNANPNANPNANPNANPNVDPNANPNANPNANPNANPNANPNANPNANPNANPNANPNANPNANPNANPNANPNANPNANPNANPNANPNANPNKNNQGNGQGHNMPNDPNRNVDENANANSAVKNNNNEEPSDKHIKEYLNKIQNSLSTEWSPCSVTCGNGIQVRIKPGSANKPKDELDYANDIEKKICKMEKCSSVFNVVNSSIGLIMVLSFLFLN, which amino acid positions are active epitope sites? The epitope positions are: [67, 68, 69, 70, 71, 72, 73, 74, 75, 76, 77, 78, 79, 80, 81, 82, 83, 84, 85, 86]. The amino acids at these positions are: NSRSLGENDDGNNEDNEKLR. (7) Given the antigen sequence: MVWLPRVPCVAAVILLLTVLSPPVALVRDTRPRFLEYVTSECHFYNGTQHVRFLERFIYNREENLRFDSDVGEYRAVTELGRPDAENWNSQPEILEDARASVDTYCRHNYEISDKFLVRRRVEPTVTVYPTKTQPLEHHNLLVCSVSDFYPGNIEVRWFRNGKEEETGIVSTGLVRNGDWTFQTLVMLETVPQSGEVYTCQVEHPSLTDPVTVEWKAQSTSAQNKMLSGVGGFVLGLLFLGAGLFIYFRNQKGQSGLQPTGLLS, which amino acid positions are active epitope sites? The epitope positions are: [89, 90, 91, 92, 93, 94, 95, 96, 97, 98, 99, 100, 101, 102, 103, 104]. The amino acids at these positions are: SQPEILEDARASVDTY.